This data is from Reaction yield outcomes from USPTO patents with 853,638 reactions. The task is: Predict the reaction yield, written as a fraction of the theoretical maximum amount of product (1.0 means a 100% yield; for example, 0.34 means a 34% yield). (1) The reactants are Br[CH2:2][CH2:3][CH2:4][CH2:5][CH2:6][CH2:7][CH2:8][CH2:9][CH2:10][CH2:11][CH2:12][CH2:13][CH2:14][CH2:15][CH2:16][CH3:17].[CH2:18]1[O:24][P:22]([OH:25])(=[O:23])[CH2:21][O:20][C@H:19]1[CH2:26][N:27]1[C:32](=[O:33])[N:31]=[C:30]([NH2:34])[CH:29]=[CH:28]1. No catalyst specified. The product is [CH3:17][CH2:16][CH2:15][CH2:14][CH2:13][CH2:12][CH2:11][CH2:10][CH2:9][CH2:8][CH2:7][CH2:6][CH2:5][CH2:4][CH2:3][CH2:2][O:25][P:22]1([O:24][CH2:18][C@H:19]([CH2:26][N:27]2[C:32](=[O:33])[N:31]=[C:30]([NH2:34])[CH:29]=[CH:28]2)[O:20][CH2:21]1)=[O:23]. The yield is 0.550. (2) The reactants are [Br:1][C:2]1[C:3](F)=[C:4]2[C:10]([NH:11][C:12]([C:14]3[CH:19]=[CH:18][C:17](=[O:20])[N:16]([CH3:21])[N:15]=3)=[O:13])=[CH:9][NH:8][C:5]2=[N:6][CH:7]=1.[NH:23]1[CH2:28][CH2:27][CH2:26][C@@H:25]([NH:29]C(=O)OC(C)(C)C)[CH2:24]1.CCN(C(C)C)C(C)C.C(O)(C(F)(F)F)=O.C(Cl)[Cl:54]. The catalyst is CN1C(=O)CCC1. The product is [ClH:54].[NH2:29][C@@H:25]1[CH2:26][CH2:27][CH2:28][N:23]([C:3]2[C:2]([Br:1])=[CH:7][N:6]=[C:5]3[NH:8][CH:9]=[C:10]([NH:11][C:12]([C:14]4[CH:19]=[CH:18][C:17](=[O:20])[N:16]([CH3:21])[N:15]=4)=[O:13])[C:4]=23)[CH2:24]1. The yield is 0.0600. (3) The reactants are [F:1][C:2]1[CH:7]=[C:6]([N:8]2[CH2:13][CH2:12][O:11][CH2:10][CH2:9]2)[C:5]([F:14])=[CH:4][C:3]=1[N:15]1[CH:20]=[C:19]([O:21][CH3:22])[C:18](=[O:23])[C:17]([C:24](O)=[O:25])=[N:16]1.Cl.[CH3:28][NH:29][O:30][CH3:31].C1C=CC2N(O)N=NC=2C=1.C(N(CC)CC)C.CCN=C=NCCCN(C)C. The catalyst is CN(C=O)C.CCOC(C)=O. The product is [F:1][C:2]1[CH:7]=[C:6]([N:8]2[CH2:9][CH2:10][O:11][CH2:12][CH2:13]2)[C:5]([F:14])=[CH:4][C:3]=1[N:15]1[CH:20]=[C:19]([O:21][CH3:22])[C:18](=[O:23])[C:17]([C:24]([N:29]([O:30][CH3:31])[CH3:28])=[O:25])=[N:16]1. The yield is 0.580. (4) The reactants are [NH2:1][C:2]1[C:3]([C:20]2[CH:21]=[N:22][C:23]([O:26][CH3:27])=[CH:24][CH:25]=2)=[N:4][C:5]([C:12]2[CH:17]=[CH:16][C:15]([O:18][CH3:19])=[CH:14][CH:13]=2)=[CH:6][C:7]=1[C:8]([O:10][CH3:11])=[O:9].N([O-])=O.[Na+].[N-:32]=[N+:33]=[N-].[Na+].C(OCC)C. The catalyst is FC(F)(F)C(O)=O. The product is [N:1]([C:2]1[C:3]([C:20]2[CH:21]=[N:22][C:23]([O:26][CH3:27])=[CH:24][CH:25]=2)=[N:4][C:5]([C:12]2[CH:13]=[CH:14][C:15]([O:18][CH3:19])=[CH:16][CH:17]=2)=[CH:6][C:7]=1[C:8]([O:10][CH3:11])=[O:9])=[N+:32]=[N-:33]. The yield is 0.950.